The task is: Predict the reaction yield, written as a fraction of the theoretical maximum amount of product (1.0 means a 100% yield; for example, 0.34 means a 34% yield).. This data is from Reaction yield outcomes from USPTO patents with 853,638 reactions. The reactants are C(P(C(C)(C)C)C(C)(C)C)(C)(C)C.[C:14]1([CH3:28])[CH:19]=[CH:18][C:17]([NH:20][C:21]2[CH:26]=[CH:25][C:24]([CH3:27])=[CH:23][CH:22]=2)=[CH:16][CH:15]=1.Br[C:30]1[CH:35]=[CH:34][C:33]([C:36]2[CH:41]=[CH:40][C:39]([Br:42])=[CH:38][CH:37]=2)=[CH:32][CH:31]=1.CC(C)([O-])C.[Na+]. The catalyst is C1C=CC(/C=C/C(/C=C/C2C=CC=CC=2)=O)=CC=1.C1C=CC(/C=C/C(/C=C/C2C=CC=CC=2)=O)=CC=1.C1C=CC(/C=C/C(/C=C/C2C=CC=CC=2)=O)=CC=1.[Pd].[Pd].C(OCC)(=O)C. The product is [Br:42][C:39]1[CH:40]=[CH:41][C:36]([C:33]2[CH:34]=[CH:35][C:30]([N:20]([C:21]3[CH:22]=[CH:23][C:24]([CH3:27])=[CH:25][CH:26]=3)[C:17]3[CH:16]=[CH:15][C:14]([CH3:28])=[CH:19][CH:18]=3)=[CH:31][CH:32]=2)=[CH:37][CH:38]=1. The yield is 0.0300.